This data is from Forward reaction prediction with 1.9M reactions from USPTO patents (1976-2016). The task is: Predict the product of the given reaction. Given the reactants [CH2:1]([C:4]1[C:17]([Br:18])=[CH:16][C:15]([CH2:19][C:20]2[CH:25]=[CH:24][C:23]([O:26][CH3:27])=[CH:22][CH:21]=2)=[C:14]([Cl:28])[C:5]=1[O:6][Si:7]([C:10]([CH3:13])([CH3:12])[CH3:11])([CH3:9])[CH3:8])[CH:2]=[CH2:3].CSC.B.[OH-:33].[Na+].OO, predict the reaction product. The product is: [Br:18][C:17]1[C:4]([CH2:1][CH2:2][CH2:3][OH:33])=[C:5]([O:6][Si:7]([C:10]([CH3:13])([CH3:12])[CH3:11])([CH3:8])[CH3:9])[C:14]([Cl:28])=[C:15]([CH2:19][C:20]2[CH:21]=[CH:22][C:23]([O:26][CH3:27])=[CH:24][CH:25]=2)[CH:16]=1.